From a dataset of Forward reaction prediction with 1.9M reactions from USPTO patents (1976-2016). Predict the product of the given reaction. (1) Given the reactants C[O:2][C:3]([C:5]1([CH2:18][C:19]2[CH:24]=[CH:23][C:22]([C:25]#[N:26])=[CH:21][CH:20]=2)[CH2:10][CH2:9][N:8]([C:11]([O:13][C:14]([CH3:17])([CH3:16])[CH3:15])=[O:12])[CH2:7][CH2:6]1)=[O:4].C[OH:28].[OH-].[Na+], predict the reaction product. The product is: [C:14]([O:13][C:11]([N:8]1[CH2:7][CH2:6][C:5]([CH2:18][C:19]2[CH:24]=[CH:23][C:22]([C:25](=[O:28])[NH2:26])=[CH:21][CH:20]=2)([C:3]([OH:2])=[O:4])[CH2:10][CH2:9]1)=[O:12])([CH3:16])([CH3:15])[CH3:17]. (2) The product is: [CH2:22]1[O:21][C:18]2[CH:19]=[CH:20][C:15]([CH:13]=[CH:12][C:7]([C:6]3[CH:1]=[CH:2][C:3]4[O:11][CH2:10][O:9][C:4]=4[CH:5]=3)=[O:8])=[CH:16][C:17]=2[O:23]1. Given the reactants [CH:1]1[C:6]([CH:7]=[O:8])=[CH:5][C:4]2[O:9][CH2:10][O:11][C:3]=2[CH:2]=1.[CH3:12][C:13]([C:15]1[CH:20]=[CH:19][C:18]2[O:21][CH2:22][O:23][C:17]=2[CH:16]=1)=O.[OH-].[Na+], predict the reaction product. (3) Given the reactants Cl[C:2]1[CH:7]=[C:6]([N:8]2[CH2:13][CH2:12][O:11][CH2:10][CH2:9]2)[N:5]=[C:4]([N:14]2[C:18]3[CH:19]=[CH:20][CH:21]=[CH:22][C:17]=3[N:16]=[C:15]2[CH:23]([F:25])[F:24])[N:3]=1.[NH:26]1[CH2:31][CH2:30][NH:29][CH2:28][CH2:27]1.C(=O)(O)[O-].[Na+].O, predict the reaction product. The product is: [F:24][CH:23]([F:25])[C:15]1[N:14]([C:4]2[N:3]=[C:2]([N:26]3[CH2:31][CH2:30][NH:29][CH2:28][CH2:27]3)[CH:7]=[C:6]([N:8]3[CH2:13][CH2:12][O:11][CH2:10][CH2:9]3)[N:5]=2)[C:18]2[CH:19]=[CH:20][CH:21]=[CH:22][C:17]=2[N:16]=1. (4) Given the reactants [NH2:1][C:2]([C:4]1[CH:5]=[CH:6][C:7](OC2C=C(C)C=C(C)C=2)=[C:8](S(N2CCN(C(OC(C)(C)C)=O)CC2)(=O)=O)[CH:9]=1)=[O:3].[ClH:35], predict the reaction product. The product is: [ClH:35].[C:2]([NH2:1])(=[O:3])[C:4]1[CH:5]=[CH:6][CH:7]=[CH:8][CH:9]=1. (5) Given the reactants [NH:1]1[C:10]2[CH2:9][CH2:8][CH2:7][C:6](=[O:11])[C:5]=2[CH:4]=[CH:3][C:2]1=O.P(Cl)(Cl)([Cl:15])=O.[OH-].[Na+], predict the reaction product. The product is: [Cl:15][C:2]1[CH:3]=[CH:4][C:5]2[C:6](=[O:11])[CH2:7][CH2:8][CH2:9][C:10]=2[N:1]=1. (6) Given the reactants S([O:8][S:9]([C:12]([F:15])([F:14])[F:13])(=[O:11])=[O:10])(C(F)(F)F)(=O)=O.[F:16][C:17]1[C:18]([C:39]([O:41][CH2:42][CH3:43])=[O:40])=[CH:19][C:20]2[C:25]([C:26]=1O)=[CH:24][CH:23]=[C:22]([C:28]1[CH:33]=[CH:32][C:31]([O:34][C:35]([F:38])([F:37])[F:36])=[CH:30][CH:29]=1)[CH:21]=2.N1C=CC=CC=1, predict the reaction product. The product is: [F:16][C:17]1[C:18]([C:39]([O:41][CH2:42][CH3:43])=[O:40])=[CH:19][C:20]2[C:25]([C:26]=1[O:8][S:9]([C:12]([F:13])([F:14])[F:15])(=[O:10])=[O:11])=[CH:24][CH:23]=[C:22]([C:28]1[CH:29]=[CH:30][C:31]([O:34][C:35]([F:38])([F:36])[F:37])=[CH:32][CH:33]=1)[CH:21]=2. (7) Given the reactants [CH:1]1([NH2:7])[CH2:6][CH2:5][CH2:4][CH2:3][CH2:2]1.[C:8]([O:12][CH3:13])(=[O:11])[CH:9]=[CH2:10], predict the reaction product. The product is: [CH3:13][O:12][C:8](=[O:11])[CH2:9][CH2:10][NH:7][CH:1]1[CH2:6][CH2:5][CH2:4][CH2:3][CH2:2]1. (8) Given the reactants [Cl:1][C:2]1[CH:8]=[C:7]([F:9])[CH:6]=[CH:5][C:3]=1[NH2:4].[Cl:10][CH2:11][S:12](Cl)(=[O:14])=[O:13].C(N(CC)CC)C.Cl, predict the reaction product. The product is: [Cl:10][CH2:11][S:12]([NH:4][C:3]1[CH:5]=[CH:6][C:7]([F:9])=[CH:8][C:2]=1[Cl:1])(=[O:14])=[O:13].